Dataset: Catalyst prediction with 721,799 reactions and 888 catalyst types from USPTO. Task: Predict which catalyst facilitates the given reaction. (1) Reactant: [C:1]([O:5][C:6](=[O:26])[NH:7][C:8]1[CH:16]=[CH:15][C:14]([CH:17]([CH2:21][CH:22]=C)[CH2:18][CH:19]=C)=[C:13]2[C:9]=1[C:10](=[O:25])[N:11]([CH3:24])[CH2:12]2)([CH3:4])([CH3:3])[CH3:2]. Product: [C:1]([O:5][C:6](=[O:26])[NH:7][C:8]1[CH:16]=[CH:15][C:14]([CH:17]2[CH2:21][CH:22]=[CH:19][CH2:18]2)=[C:13]2[C:9]=1[C:10](=[O:25])[N:11]([CH3:24])[CH2:12]2)([CH3:4])([CH3:3])[CH3:2]. The catalyst class is: 2. (2) Reactant: [N+:1]([O-:4])([OH:3])=[O:2].[NH2:5][CH2:6][CH2:7][C:8]([OH:10])=[O:9].[N+:11]([O-:14])([OH:13])=[O:12].[NH2:15][CH2:16][CH2:17][C:18]([OH:20])=[O:19]. Product: [N+:1]([O-:4])([OH:3])=[O:2].[N+:11]([O-:14])([OH:13])=[O:12].[NH2:5][CH2:6][CH2:7][C:8]([OH:10])=[O:9].[N+:1]([O-:4])([OH:3])=[O:2].[N+:1]([O-:4])([OH:3])=[O:2].[N+:1]([O-:4])([OH:3])=[O:2].[NH2:15][CH2:16][CH2:17][C:18]([OH:20])=[O:19]. The catalyst class is: 6.